Task: Predict the reaction yield, written as a fraction of the theoretical maximum amount of product (1.0 means a 100% yield; for example, 0.34 means a 34% yield).. Dataset: Reaction yield outcomes from USPTO patents with 853,638 reactions (1) The catalyst is CN(C=O)C.CN(C)C1C=CN=CC=1.CCOC(C)=O. The product is [O:43]=[C:39]1[CH:38]([S:37][C:33]([C@:31]23[C@@:13]4([CH3:36])[CH2:14][C@H:15]([OH:30])[C@@:16]5([F:29])[C@H:25]([C@@H:12]4[CH2:11][C@H:10]2[CH2:9][N:8]([CH2:1][C:2]2[CH:7]=[CH:6][CH:5]=[CH:4][CH:3]=2)[CH2:32]3)[CH2:24][C@H:23]([F:26])[C:22]2[C@:17]5([CH3:28])[CH:18]=[CH:19][C:20](=[O:27])[CH:21]=2)=[O:34])[CH2:42][CH2:41][O:40]1. The yield is 0.131. The reactants are [CH2:1]([N:8]1[CH2:32][C@:31]2([C:33](O)=[O:34])[C@@H:10]([CH2:11][C@H:12]3[CH:25]4[C@@:16]([F:29])([C@:17]5([CH3:28])[C:22]([C@@H:23]([F:26])[CH2:24]4)=[CH:21][C:20](=[O:27])[CH:19]=[CH:18]5)[C@@H:15]([OH:30])[CH2:14][C@@:13]32[CH3:36])[CH2:9]1)[C:2]1[CH:7]=[CH:6][CH:5]=[CH:4][CH:3]=1.[SH:37][CH:38]1[CH2:42][CH2:41][O:40][C:39]1=[O:43]. (2) The product is [Br:34][C:35]1[CH:43]=[CH:42][C:38]([C:39]([NH:50][CH:44]2[CH2:49][CH2:48][CH2:47][CH2:46][CH2:45]2)=[O:41])=[CH:37][N:36]=1. The reactants are CCN(C(C)C)C(C)C.CN(C(ON1N=NC2C=CC=NC1=2)=[N+](C)C)C.F[P-](F)(F)(F)(F)F.[Br:34][C:35]1[CH:43]=[CH:42][C:38]([C:39]([OH:41])=O)=[CH:37][N:36]=1.[CH:44]1([NH2:50])[CH2:49][CH2:48][CH2:47][CH2:46][CH2:45]1. The catalyst is CN(C=O)C.O. The yield is 0.820. (3) The reactants are [CH3:1][C:2]1[CH:6]=[CH:5][S:4][C:3]=1[C:7]([OH:9])=[O:8].S(Cl)(Cl)=O.[CH2:14](O)[CH3:15]. No catalyst specified. The product is [CH3:1][C:2]1[CH:6]=[CH:5][S:4][C:3]=1[C:7]([O:9][CH2:14][CH3:15])=[O:8]. The yield is 0.860. (4) The reactants are [CH2:1]([NH:3][C:4]([C:6]1[C:14]2[S:13][C:12]([NH:15][C:16](=[O:20])[NH:17][CH2:18][CH3:19])=[N:11][C:10]=2[CH:9]=[C:8](OS(C(F)(F)F)(=O)=O)[CH:7]=1)=[O:5])[CH3:2].B1(B2OCC(C)(C)CO2)OCC(C)(C)CO1.C([O-])(=O)C.[K+].B([O-])[O-].[CH2:53]([O:55][C:56]([C:58]1([CH2:71]C)[CH2:63][CH2:62][N:61]([C:64]2[N:69]=[CH:68][C:67](Br)=[CH:66][N:65]=2)[CH2:60][CH2:59]1)=[O:57])[CH3:54].C(=O)([O-])[O-].[Cs+].[Cs+]. The catalyst is C1C=CC(P(C2C=CC=CC=2)[C-]2C=CC=C2)=CC=1.C1C=CC(P(C2C=CC=CC=2)[C-]2C=CC=C2)=CC=1.Cl[Pd]Cl.[Fe+2].CN(C=O)C. The product is [CH2:1]([NH:3][C:4]([C:6]1[C:14]2[S:13][C:12]([NH:15][C:16](=[O:20])[NH:17][CH2:18][CH3:19])=[N:11][C:10]=2[CH:9]=[C:8]([C:67]2[CH:66]=[N:65][C:64]([N:61]3[CH2:62][CH2:63][C:58]([CH3:71])([C:56]([O:55][CH2:53][CH3:54])=[O:57])[CH2:59][CH2:60]3)=[N:69][CH:68]=2)[CH:7]=1)=[O:5])[CH3:2]. The yield is 0.420. (5) The reactants are [F:1][C:2]1[CH:7]=[CH:6][C:5]([N:8]2[CH:13]=[C:12]([CH3:14])[CH:11]=[C:10]([C:15]([O:17]CC)=[O:16])[C:9]2=[O:20])=[CH:4][CH:3]=1.[OH-].[Na+].Cl. The catalyst is CO. The product is [F:1][C:2]1[CH:7]=[CH:6][C:5]([N:8]2[CH:13]=[C:12]([CH3:14])[CH:11]=[C:10]([C:15]([OH:17])=[O:16])[C:9]2=[O:20])=[CH:4][CH:3]=1. The yield is 0.680. (6) The yield is 0.720. The product is [S:22]1[CH:23]=[CH:24][CH:25]=[C:21]1[CH2:20][C:19]1[C:3]2[C:4](=[O:18])[N:5]([C:12]3[CH:17]=[CH:16][CH:15]=[CH:14][CH:13]=3)[C:6]3[N:7]=[CH:8][CH:9]=[CH:10][C:11]=3[C:2]=2[NH:29][N:28]=1. The catalyst is CN(C=O)C. The reactants are O[C:2]1[C:11]2[C:6](=[N:7][CH:8]=[CH:9][CH:10]=2)[N:5]([C:12]2[CH:17]=[CH:16][CH:15]=[CH:14][CH:13]=2)[C:4](=[O:18])[C:3]=1[C:19](=O)[CH2:20][C:21]1[S:22][CH:23]=[CH:24][CH:25]=1.O.[NH2:28][NH2:29]. (7) The reactants are [CH2:1]([O:8][C:9](=[O:27])[NH:10][CH2:11][CH2:12][CH2:13][CH2:14][C:15]1[CH:20]=[CH:19][C:18]([O:21][CH2:22][CH2:23][CH2:24][C:25]#[N:26])=[CH:17][CH:16]=1)[C:2]1[CH:7]=[CH:6][CH:5]=[CH:4][CH:3]=1.[N-:28]=[N+:29]=[N-:30].[Na+].[Cl-].[NH4+]. The catalyst is CN(C=O)C. The product is [CH2:1]([O:8][C:9](=[O:27])[NH:10][CH2:11][CH2:12][CH2:13][CH2:14][C:15]1[CH:20]=[CH:19][C:18]([O:21][CH2:22][CH2:23][CH2:24][C:25]2[NH:30][N:29]=[N:28][N:26]=2)=[CH:17][CH:16]=1)[C:2]1[CH:7]=[CH:6][CH:5]=[CH:4][CH:3]=1. The yield is 0.760. (8) The reactants are C[Si](C)(C)[N-][Si](C)(C)C.[Li+].[Br:11][C:12]1[CH:13]=[C:14]([C:17](=[O:19])[CH3:18])[O:15][CH:16]=1.C([O:27][C:28](=O)[C:29]([F:33])([F:32])[CH2:30][CH3:31])C1C=CC=CC=1. The catalyst is C1COCC1. The product is [Br:11][C:12]1[CH:13]=[C:14]([C:17](=[O:19])[CH2:18][C:28](=[O:27])[C:29]([F:33])([F:32])[CH2:30][CH3:31])[O:15][CH:16]=1. The yield is 0.460.